Dataset: Peptide-MHC class II binding affinity with 134,281 pairs from IEDB. Task: Regression. Given a peptide amino acid sequence and an MHC pseudo amino acid sequence, predict their binding affinity value. This is MHC class II binding data. (1) The peptide sequence is FFIQSFTMSTALKRL. The MHC is DRB1_1602 with pseudo-sequence DRB1_1602. The binding affinity (normalized) is 0.754. (2) The binding affinity (normalized) is 0.283. The MHC is HLA-DQA10303-DQB10402 with pseudo-sequence HLA-DQA10303-DQB10402. The peptide sequence is MWRSRADEINAIFEE. (3) The peptide sequence is DYNFVKAINA. The MHC is DRB1_0402 with pseudo-sequence DRB1_0402. The binding affinity (normalized) is 0. (4) The peptide sequence is DDMAAQPFFDPSASF. The MHC is DRB1_0101 with pseudo-sequence DRB1_0101. The binding affinity (normalized) is 0.148. (5) The peptide sequence is SGSEAYQGVQQKWDA. The MHC is DRB5_0101 with pseudo-sequence DRB5_0101. The binding affinity (normalized) is 0.276. (6) The peptide sequence is QFKPEEITGIMKDFD. The MHC is DRB1_0401 with pseudo-sequence DRB1_0401. The binding affinity (normalized) is 0.552. (7) The peptide sequence is AEPTKGKNERELATL. The MHC is DRB1_0101 with pseudo-sequence DRB1_0101. The binding affinity (normalized) is 0.0790.